Predict the reactants needed to synthesize the given product. From a dataset of Full USPTO retrosynthesis dataset with 1.9M reactions from patents (1976-2016). (1) The reactants are: [Cl:1][C:2]1[C:3]([O:12][C:13]2[CH:18]=[C:17]([O:19][CH2:20][CH2:21][O:22][Si:23]([CH:30]([CH3:32])[CH3:31])([CH:27]([CH3:29])[CH3:28])[CH:24]([CH3:26])[CH3:25])[CH:16]=[CH:15][C:14]=2/[CH:33]=[CH:34]/[C:35]([O:37]CC)=[O:36])=[N:4][CH:5]=[C:6]([C:8]([F:11])([F:10])[F:9])[CH:7]=1.[OH-].[Na+].O1CCCC1. Given the product [Cl:1][C:2]1[C:3]([O:12][C:13]2[CH:18]=[C:17]([O:19][CH2:20][CH2:21][O:22][Si:23]([CH:27]([CH3:28])[CH3:29])([CH:30]([CH3:31])[CH3:32])[CH:24]([CH3:25])[CH3:26])[CH:16]=[CH:15][C:14]=2/[CH:33]=[CH:34]/[C:35]([OH:37])=[O:36])=[N:4][CH:5]=[C:6]([C:8]([F:10])([F:9])[F:11])[CH:7]=1, predict the reactants needed to synthesize it. (2) Given the product [Cl:1][C:2]1[CH:3]=[N:4][CH:5]=[CH:6][C:7]=1[CH2:8][CH:9]1[CH2:18][CH2:17][C:16]2[C:11](=[CH:12][C:13]([O:21][CH3:22])=[C:14]([O:19][CH3:20])[CH:15]=2)[C:10]1=[O:23], predict the reactants needed to synthesize it. The reactants are: [Cl:1][C:2]1[CH:3]=[N:4][CH:5]=[CH:6][C:7]=1/[CH:8]=[C:9]1/[C:10](=[O:23])[C:11]2[C:16]([CH2:17][CH2:18]/1)=[CH:15][C:14]([O:19][CH3:20])=[C:13]([O:21][CH3:22])[CH:12]=2. (3) Given the product [C:4]1([C:7]([O:9][CH2:10][CH3:11])=[O:8])([C:12]([O:14][CH2:15][CH3:16])=[O:13])[CH2:3][CH:2]=[CH:6][CH2:5]1, predict the reactants needed to synthesize it. The reactants are: C[C:2]1[CH2:3][C:4]([C:12]([O:14][CH2:15][CH3:16])=[O:13])([C:7]([O:9][CH2:10][CH3:11])=[O:8])[CH2:5][CH:6]=1.C(OC1C=CC([N+]([O-])=O)=CC=1C=O)(C)C. (4) Given the product [Br:5][CH2:6][C:7]([C:13]1[CH:12]=[CH:11][C:10]([CH2:16][CH2:17][CH2:18][CH2:19][CH2:20][CH2:21][CH2:22][CH2:23][CH2:24][CH2:25][CH2:26][CH3:27])=[CH:15][CH:14]=1)=[O:8], predict the reactants needed to synthesize it. The reactants are: [Al+3].[Cl-].[Cl-].[Cl-].[Br:5][CH2:6][C:7](Br)=[O:8].[C:10]1([CH2:16][CH2:17][CH2:18][CH2:19][CH2:20][CH2:21][CH2:22][CH2:23][CH2:24][CH2:25][CH2:26][CH3:27])[CH:15]=[CH:14][CH:13]=[CH:12][CH:11]=1. (5) Given the product [N:36]1([CH2:35][CH2:34][NH:33][C:24]([C:19]2[NH:20][C:21]3[C:17]([C:18]=2[C:27]2[CH:28]=[CH:29][N:30]=[CH:31][CH:32]=2)=[CH:16][C:15]([NH:14][S:11]([C:8]2[CH:7]=[CH:6][C:5]([C:1]([CH3:2])([CH3:3])[CH3:4])=[CH:10][CH:9]=2)(=[O:13])=[O:12])=[CH:23][CH:22]=3)=[O:25])[CH2:41][CH2:40][O:39][CH2:38][CH2:37]1, predict the reactants needed to synthesize it. The reactants are: [C:1]([C:5]1[CH:10]=[CH:9][C:8]([S:11]([NH:14][C:15]2[CH:16]=[C:17]3[C:21](=[CH:22][CH:23]=2)[NH:20][C:19]([C:24](O)=[O:25])=[C:18]3[C:27]2[CH:32]=[CH:31][N:30]=[CH:29][CH:28]=2)(=[O:13])=[O:12])=[CH:7][CH:6]=1)([CH3:4])([CH3:3])[CH3:2].[NH2:33][CH2:34][CH2:35][N:36]1[CH2:41][CH2:40][O:39][CH2:38][CH2:37]1. (6) Given the product [CH3:28][C:29]([CH3:34])([CH3:33])[CH2:30][CH2:31][NH:32][C:9]([C:10]1[CH:11]=[CH:12][C:13]([O:16][C:17](=[O:26])[N:18]([CH3:25])[C:19]2[CH:20]=[CH:21][CH:22]=[CH:23][CH:24]=2)=[CH:14][CH:15]=1)=[O:27], predict the reactants needed to synthesize it. The reactants are: O=C1CCC(=O)N1O[C:9](=[O:27])[C:10]1[CH:15]=[CH:14][C:13]([O:16][C:17](=[O:26])[N:18]([CH3:25])[C:19]2[CH:24]=[CH:23][CH:22]=[CH:21][CH:20]=2)=[CH:12][CH:11]=1.[CH3:28][C:29]([CH3:34])([CH3:33])[CH2:30][CH2:31][NH2:32]. (7) The reactants are: [CH3:1][C:2]([NH:9][C:10]([C:12]1[CH:17]=[CH:16][C:15](Br)=[C:14]([O:19][CH2:20][C:21]([F:24])([F:23])[F:22])[N:13]=1)=[O:11])([C:4]1[S:5][CH:6]=[CH:7][N:8]=1)[CH3:3].Cl.[F:26][C:27]1([F:31])[CH2:30][NH:29][CH2:28]1.C1C=CC(P(C2C(C3C(P(C4C=CC=CC=4)C4C=CC=CC=4)=CC=C4C=3C=CC=C4)=C3C(C=CC=C3)=CC=2)C2C=CC=CC=2)=CC=1.C([O-])([O-])=O.[Cs+].[Cs+]. Given the product [CH3:1][C:2]([NH:9][C:10]([C:12]1[CH:17]=[CH:16][C:15]([N:29]2[CH2:30][C:27]([F:31])([F:26])[CH2:28]2)=[C:14]([O:19][CH2:20][C:21]([F:24])([F:23])[F:22])[N:13]=1)=[O:11])([C:4]1[S:5][CH:6]=[CH:7][N:8]=1)[CH3:3], predict the reactants needed to synthesize it.